This data is from TCR-epitope binding with 47,182 pairs between 192 epitopes and 23,139 TCRs. The task is: Binary Classification. Given a T-cell receptor sequence (or CDR3 region) and an epitope sequence, predict whether binding occurs between them. The epitope is EIYKRWII. The TCR CDR3 sequence is CATFRDRDTGELFF. Result: 0 (the TCR does not bind to the epitope).